The task is: Predict the product of the given reaction.. This data is from Forward reaction prediction with 1.9M reactions from USPTO patents (1976-2016). (1) Given the reactants COC([C@@H](NC([C@@H](N)CC(O)=O)=O)CC1C=CC=CC=1)=O.CC1OS(=O)(=O)[N-]C(=O)C=1.[K+].C(O)[C@@H]1O[C@H](O[C@]2(CCl)O[C@H](CCl)[C@@H](O)[C@@H]2O)[C@@H](O)[C@@H](O)[C@H]1Cl.[C:56]([OH:64])(=[O:63])[C:57]1[CH:62]=[CH:61][CH:60]=[CH:59][CH:58]=1.[OH-].[Na+:66], predict the reaction product. The product is: [C:56]([O-:64])(=[O:63])[C:57]1[CH:62]=[CH:61][CH:60]=[CH:59][CH:58]=1.[Na+:66]. (2) Given the reactants [CH3:1][N:2]1[C:10]2[C:5](=[CH:6][CH:7]=[C:8]([C:11]3O[CH:14]=[N:13][CH:12]=3)[CH:9]=2)[C:4]([CH3:17])([CH3:16])[C:3]1=[O:18].O.C([NH2:22])=O, predict the reaction product. The product is: [NH:13]1[CH:12]=[C:11]([C:8]2[CH:9]=[C:10]3[C:5]([C:4]([CH3:17])([CH3:16])[C:3](=[O:18])[N:2]3[CH3:1])=[CH:6][CH:7]=2)[N:22]=[CH:14]1.